This data is from Catalyst prediction with 721,799 reactions and 888 catalyst types from USPTO. The task is: Predict which catalyst facilitates the given reaction. (1) Reactant: [CH3:1][CH:2]1[CH:19]=[C:18]2[C@:13]([CH3:21])([CH2:14][CH2:15][C:16](=[O:20])[CH2:17]2)[C@@H:12]2[C@@H:3]1[C@H:4]1[C@@:8]([CH2:10][CH2:11]2)([CH3:9])[C@@H:7]([C:22]([NH:24][C:25]2[CH:30]=[CH:29][CH:28]=[CH:27][C:26]=2[C:31]([F:34])([F:33])[F:32])=[O:23])[CH2:6][CH2:5]1.Cl. Product: [CH3:1][CH:2]1[CH2:19][C:18]2[C@:13]([CH3:21])([CH2:14][CH2:15][C:16](=[O:20])[CH:17]=2)[C@@H:12]2[C@@H:3]1[C@H:4]1[C@@:8]([CH2:10][CH2:11]2)([CH3:9])[C@@H:7]([C:22]([NH:24][C:25]2[CH:30]=[CH:29][CH:28]=[CH:27][C:26]=2[C:31]([F:32])([F:33])[F:34])=[O:23])[CH2:6][CH2:5]1. The catalyst class is: 12. (2) Reactant: [CH2:1]([O:3][C:4](=[O:20])[CH2:5][NH:6][C:7]1[CH:12]=[C:11]([CH:13]2[CH2:18][CH2:17][CH2:16][NH:15][CH2:14]2)[CH:10]=[CH:9][C:8]=1[CH3:19])[CH3:2].CN(C)CCCN=C=NCC.[CH3:32][C:33]1[N:34]=[C:35]([C:41]2[CH:46]=[CH:45][C:44]([C:47]([F:50])([F:49])[F:48])=[CH:43][CH:42]=2)[S:36][C:37]=1[C:38](O)=[O:39]. Product: [CH2:1]([O:3][C:4](=[O:20])[CH2:5][NH:6][C:7]1[CH:12]=[C:11]([CH:13]2[CH2:18][CH2:17][CH2:16][N:15]([C:38]([C:37]3[S:36][C:35]([C:41]4[CH:42]=[CH:43][C:44]([C:47]([F:50])([F:48])[F:49])=[CH:45][CH:46]=4)=[N:34][C:33]=3[CH3:32])=[O:39])[CH2:14]2)[CH:10]=[CH:9][C:8]=1[CH3:19])[CH3:2]. The catalyst class is: 2. (3) Reactant: C(O[C:4]([C:6]1[N:11]=[C:10]([CH3:12])[C:9]2[N:13]=[C:14]([C:16]3[CH:21]=[CH:20][CH:19]=[CH:18][CH:17]=3)[S:15][C:8]=2[C:7]=1[OH:22])=[O:5])C.[NH2:23][C@H:24]([C:26]([OH:28])=[O:27])[CH3:25]. Product: [OH:22][C:7]1[C:8]2[S:15][C:14]([C:16]3[CH:17]=[CH:18][CH:19]=[CH:20][CH:21]=3)=[N:13][C:9]=2[C:10]([CH3:12])=[N:11][C:6]=1[C:4]([NH:23][CH:24]([CH3:25])[C:26]([OH:28])=[O:27])=[O:5]. The catalyst class is: 779. (4) Product: [NH2:25][C:10]1[C:9]2[N:8]([N:7]=[C:6]([C:2]3[O:1][CH:5]=[CH:4][CH:3]=3)[N:26]=2)[CH:13]=[C:12]([C:14]#[C:15][CH2:16][N:46]([CH3:44])[C:27](=[O:35])[C:28]2[CH:33]=[CH:32][N:31]=[CH:30][CH:29]=2)[N:11]=1. The catalyst class is: 18. Reactant: [O:1]1[CH:5]=[CH:4][CH:3]=[C:2]1[C:6]1[N:26]=[C:9]2[C:10]([NH2:25])=[N:11][C:12]([C:14]#[C:15][CH2:16]CCC3C=CC=CC=3)=[CH:13][N:8]2[N:7]=1.[C:27]([OH:35])(=O)[C:28]1[CH:33]=[CH:32][N:31]=[CH:30][CH:29]=1.C(Cl)CCl.C1C=CC2N(O)N=[N:46][C:44]=2C=1. (5) Reactant: Br[C:2]1[CH:3]=[C:4]([CH:8]([OH:14])[C:9]([N:11]([CH3:13])[CH3:12])=[O:10])[CH:5]=[N:6][CH:7]=1.C([O-])(=O)C.[K+].Br[C:21]1[C:22]([Cl:46])=[C:23]2[C:29]([C:30]3[CH:35]=[CH:34][CH:33]=[CH:32][C:31]=3[O:36][CH3:37])=[CH:28][N:27]([CH2:38][O:39][CH2:40][CH2:41][Si:42]([CH3:45])([CH3:44])[CH3:43])[C:24]2=[N:25][CH:26]=1.C(=O)([O-])[O-].[Na+].[Na+].S([O-])([O-])(=O)=O.[Na+].[Na+]. Product: [Cl:46][C:22]1[C:21]([C:2]2[CH:3]=[C:4]([CH:8]([OH:14])[C:9]([N:11]([CH3:13])[CH3:12])=[O:10])[CH:5]=[N:6][CH:7]=2)=[CH:26][N:25]=[C:24]2[N:27]([CH2:38][O:39][CH2:40][CH2:41][Si:42]([CH3:43])([CH3:45])[CH3:44])[CH:28]=[C:29]([C:30]3[CH:35]=[CH:34][CH:33]=[CH:32][C:31]=3[O:36][CH3:37])[C:23]=12. The catalyst class is: 44. (6) The catalyst class is: 4. Product: [Cl:28][C:27]1[CH:26]=[C:25]2[C:21]([C:22]([C:29]([OH:31])=[O:30])=[CH:23][NH:24]2)=[CH:20][C:19]=1[C:16]1[CH:15]=[CH:14][C:13]([CH:10]2[CH2:11][CH2:12][NH:8][CH2:9]2)=[CH:18][CH:17]=1. Reactant: C(OC([N:8]1[CH2:12][CH2:11][CH:10]([C:13]2[CH:18]=[CH:17][C:16]([C:19]3[CH:20]=[C:21]4[C:25](=[CH:26][C:27]=3[Cl:28])[NH:24][CH:23]=[C:22]4[C:29]([OH:31])=[O:30])=[CH:15][CH:14]=2)[CH2:9]1)=O)(C)(C)C.C(O)(C(F)(F)F)=O.